From a dataset of Full USPTO retrosynthesis dataset with 1.9M reactions from patents (1976-2016). Predict the reactants needed to synthesize the given product. (1) Given the product [C:26]([O:25][C:23](=[O:24])[CH2:22][N:15]1[CH:16]=[CH:17][CH:18]=[C:13]([NH:12][C:11]([O:10][CH2:3][C:4]2[CH:9]=[CH:8][CH:7]=[CH:6][CH:5]=2)=[O:20])[C:14]1=[O:19])([CH3:29])([CH3:28])[CH3:27], predict the reactants needed to synthesize it. The reactants are: [H-].[Na+].[CH2:3]([O:10][C:11](=[O:20])[NH:12][C:13]1[C:14]([OH:19])=[N:15][CH:16]=[CH:17][CH:18]=1)[C:4]1[CH:9]=[CH:8][CH:7]=[CH:6][CH:5]=1.Br[CH2:22][C:23]([O:25][C:26]([CH3:29])([CH3:28])[CH3:27])=[O:24]. (2) Given the product [CH3:58][C:59]1[N:64]=[C:63]([N:65]2[CH2:70][CH2:69][C:68](=[CH:31]/[CH:32]=[CH:33]/[C:34]3[CH:35]=[C:36]([OH:40])[CH:37]=[CH:38][CH:39]=3)[CH2:67][CH2:66]2)[C:62]([N+:72]([O-:74])=[O:73])=[CH:61][CH:60]=1, predict the reactants needed to synthesize it. The reactants are: C(OC(N1CCC(=C/C=C/C2C=CC=CC=2)CC1)=O)(C)(C)C.C(OP([CH2:31]/[CH:32]=[CH:33]/[C:34]1[CH:35]=[C:36]([OH:40])[CH:37]=[CH:38][CH:39]=1)(OCC)=O)C.C(P(=O)(OCC)OCC)C=CC1C=CC=CC=1.[CH3:58][C:59]1[N:64]=[C:63]([N:65]2[CH2:70][CH2:69][C:68](=O)[CH2:67][CH2:66]2)[C:62]([N+:72]([O-:74])=[O:73])=[CH:61][CH:60]=1. (3) Given the product [Cl:8][C:9]1[CH:10]=[C:11]([O:33][CH2:34][CH2:35][OH:36])[CH:12]=[N:13][C:14]=1[O:15][C:16]1[CH:17]=[C:18]2[C:23](=[CH:24][CH:25]=1)[N:22]=[CH:21][N:20]=[C:19]2[NH:26][C:27]1[CH:31]=[CH:30][N:29]([CH3:32])[N:28]=1, predict the reactants needed to synthesize it. The reactants are: [BH4-].[Na+].O1CCCC1.[Cl:8][C:9]1[CH:10]=[C:11]([O:33][CH2:34][CH:35]=[O:36])[CH:12]=[N:13][C:14]=1[O:15][C:16]1[CH:17]=[C:18]2[C:23](=[CH:24][CH:25]=1)[N:22]=[CH:21][N:20]=[C:19]2[NH:26][C:27]1[CH:31]=[CH:30][N:29]([CH3:32])[N:28]=1. (4) Given the product [Br:1][C:2]1[N:7]=[CH:6][C:5]2[C:8]([C:23]#[C:22][Si:24]([CH3:27])([CH3:26])[CH3:25])=[CH:9][N:10]([CH:11]([CH3:13])[CH3:12])[C:4]=2[CH:3]=1, predict the reactants needed to synthesize it. The reactants are: [Br:1][C:2]1[N:7]=[CH:6][C:5]2[C:8](I)=[CH:9][N:10]([CH:11]([CH3:13])[CH3:12])[C:4]=2[CH:3]=1.C(N(CC)CC)C.[C:22]([Si:24]([CH3:27])([CH3:26])[CH3:25])#[CH:23]. (5) Given the product [CH3:1][C:2]1([C:5]2[S:11][C:10]([NH2:12])=[N:9][N:8]=2)[CH2:4][CH2:3]1, predict the reactants needed to synthesize it. The reactants are: [CH3:1][C:2]1([C:5](O)=O)[CH2:4][CH2:3]1.[NH2:8][NH:9][C:10]([NH2:12])=[S:11].O(Cl)Cl.[P+3]. (6) Given the product [Br:1][C:2]1[CH:7]=[CH:6][C:5]([CH2:8][C:10]2[S:11][CH:12]=[CH:13][N:14]=2)=[CH:4][C:3]=1[F:15], predict the reactants needed to synthesize it. The reactants are: [Br:1][C:2]1[CH:7]=[CH:6][C:5]([CH:8]([C:10]2[S:11][CH:12]=[CH:13][N:14]=2)O)=[CH:4][C:3]=1[F:15].C(O)(C(F)(F)F)=O.C([SiH](CC)CC)C. (7) Given the product [Cl:1][C:2]1[CH:3]=[N:4][CH:5]=[C:6]([Cl:8])[C:7]=1[CH2:24][C@H:20]1[CH2:19][C:18]([CH3:28])([CH3:17])[CH2:27][NH:21]1, predict the reactants needed to synthesize it. The reactants are: [Cl:1][C:2]1[CH:3]=[N:4][CH:5]=[C:6]([Cl:8])[CH:7]=1.C([N-]C(C)C)(C)C.[Li+].[CH3:17][C:18]1([CH3:28])[CH2:27][N:21]2S(=O)(=O)O[CH2:24][C@H:20]2[CH2:19]1. (8) The reactants are: O1CCOCC1.Cl.Cl.[Cl:9][C:10]1[C:11]([CH:21]([S:30]([C:33]2[CH:38]=[CH:37][C:36]([Cl:39])=[CH:35][CH:34]=2)(=[O:32])=[O:31])[C:22]2[CH:27]=[C:26]([F:28])[CH:25]=[CH:24][C:23]=2[F:29])=[CH:12][C:13]([NH:16][CH2:17][CH2:18][CH2:19][NH2:20])=[N:14][CH:15]=1.C(N(CC)CC)C.Cl[C:48]1[N:53]=[CH:52][CH:51]=[CH:50][N:49]=1. Given the product [Cl:9][C:10]1[C:11]([CH:21]([S:30]([C:33]2[CH:34]=[CH:35][C:36]([Cl:39])=[CH:37][CH:38]=2)(=[O:31])=[O:32])[C:22]2[CH:27]=[C:26]([F:28])[CH:25]=[CH:24][C:23]=2[F:29])=[CH:12][C:13]([NH:16][CH2:17][CH2:18][CH2:19][NH:20][C:48]2[N:53]=[CH:52][CH:51]=[CH:50][N:49]=2)=[N:14][CH:15]=1, predict the reactants needed to synthesize it. (9) The reactants are: [I-:1].[Cl:2][C:3]1[C:16]2[C:7](=[S+:8][C:9]3[C:14]([N:15]=2)=[CH:13][CH:12]=[CH:11][CH:10]=3)[CH:6]=[CH:5][CH:4]=1.[CH2:17]([NH:19][CH2:20][CH3:21])[CH3:18].[C:22]([N:29]1[CH2:34][CH2:33][NH:32][CH2:31][CH2:30]1)([O:24][C:25]([CH3:28])([CH3:27])[CH3:26])=[O:23]. Given the product [I-:1].[C:25]([O:24][C:22]([N:29]1[CH2:30][CH2:31][N:32]([C:11]2[CH:10]=[C:9]3[C:14](=[CH:13][CH:12]=2)[N:15]=[C:16]2[C:7]([CH:6]=[C:5]([N:19]([CH2:20][CH3:21])[CH2:17][CH3:18])[CH:4]=[C:3]2[Cl:2])=[S+:8]3)[CH2:33][CH2:34]1)=[O:23])([CH3:28])([CH3:27])[CH3:26], predict the reactants needed to synthesize it.